From a dataset of Full USPTO retrosynthesis dataset with 1.9M reactions from patents (1976-2016). Predict the reactants needed to synthesize the given product. (1) Given the product [ClH:30].[NH2:18][CH2:19][CH2:20][CH2:21][NH:22][C:23]1[C:28]([Br:29])=[CH:27][N:26]=[C:25]([NH:1][C:2]2[CH:7]=[CH:6][C:5]([S:8]([NH2:11])(=[O:9])=[O:10])=[CH:4][CH:3]=2)[N:24]=1, predict the reactants needed to synthesize it. The reactants are: [NH2:1][C:2]1[CH:7]=[CH:6][C:5]([S:8]([NH2:11])(=[O:10])=[O:9])=[CH:4][CH:3]=1.CC(OC(=O)[NH:18][CH2:19][CH2:20][CH2:21][NH:22][C:23]1[C:28]([Br:29])=[CH:27][N:26]=[C:25]([Cl:30])[N:24]=1)(C)C. (2) The reactants are: [Cl:1][C:2]1[C:3]([F:28])=[C:4]([CH:8]2[C:12]([C:15]3[CH:20]=[CH:19][C:18]([Cl:21])=[CH:17][C:16]=3[F:22])([C:13]#[N:14])[CH:11]([CH2:23][C:24]([CH3:27])([CH3:26])[CH3:25])[CH2:10][NH:9]2)[CH:5]=[CH:6][CH:7]=1.[C:29](O)(=[O:39])[C:30]1[CH:38]=[CH:37][C:33]([C:34]([OH:36])=[O:35])=[CH:32][CH:31]=1.CN(C(ON1N=NC2C=CC=NC1=2)=[N+](C)C)C.F[P-](F)(F)(F)(F)F.CCN(C(C)C)C(C)C. Given the product [Cl:1][C:2]1[C:3]([F:28])=[C:4]([C@@H:8]2[C@:12]([C:15]3[CH:20]=[CH:19][C:18]([Cl:21])=[CH:17][C:16]=3[F:22])([C:13]#[N:14])[C@H:11]([CH2:23][C:24]([CH3:25])([CH3:27])[CH3:26])[CH2:10][N:9]2[C:29]([C:30]2[CH:38]=[CH:37][C:33]([C:34]([OH:36])=[O:35])=[CH:32][CH:31]=2)=[O:39])[CH:5]=[CH:6][CH:7]=1, predict the reactants needed to synthesize it. (3) Given the product [CH3:3][N:4]([C:13]1[CH:14]=[C:15]([C:19]2[CH:24]=[CH:23][C:22](/[CH:25]=[C:26](\[CH2:32][CH3:33])/[C:27]([OH:29])=[O:28])=[CH:21][CH:20]=2)[CH:16]=[CH:17][CH:18]=1)[C:5]([NH:7][CH2:8][CH2:9][CH2:10][CH2:11][CH3:12])=[O:6], predict the reactants needed to synthesize it. The reactants are: [OH-].[Na+].[CH3:3][N:4]([C:13]1[CH:14]=[C:15]([C:19]2[CH:24]=[CH:23][C:22](/[CH:25]=[C:26](\[CH2:32][CH3:33])/[C:27]([O:29]CC)=[O:28])=[CH:21][CH:20]=2)[CH:16]=[CH:17][CH:18]=1)[C:5]([NH:7][CH2:8][CH2:9][CH2:10][CH2:11][CH3:12])=[O:6]. (4) Given the product [C:38]([CH2:37][N:14]([CH2:15][C:16]1[CH:21]=[CH:20][C:19]([CH2:22][N:23]([CH2:31][C:32]2[NH:36][CH:35]=[CH:34][N:33]=2)[CH2:24][C:25]2[N:26]([CH3:30])[CH:27]=[CH:28][N:29]=2)=[CH:18][CH:17]=1)[CH2:13][CH2:12][CH2:11][CH2:10][N:6]([CH2:5][C:4]([OH:43])=[O:3])[CH2:7][CH2:8][CH3:9])([OH:40])=[O:39], predict the reactants needed to synthesize it. The reactants are: C([O:3][C:4](=[O:43])[CH2:5][N:6]([CH2:10][CH2:11][CH2:12][CH2:13][N:14]([CH2:37][C:38]([O:40]CC)=[O:39])[CH2:15][C:16]1[CH:21]=[CH:20][C:19]([CH2:22][N:23]([CH2:31][C:32]2[NH:33][CH:34]=[CH:35][N:36]=2)[CH2:24][C:25]2[N:26]([CH3:30])[CH:27]=[CH:28][N:29]=2)=[CH:18][CH:17]=1)[CH2:7][CH2:8][CH3:9])C.